From a dataset of M1 muscarinic receptor antagonist screen with 61,756 compounds. Binary Classification. Given a drug SMILES string, predict its activity (active/inactive) in a high-throughput screening assay against a specified biological target. The molecule is OC(CN1C(=O)C(NC1=O)(C)C)CN1C(=O)CCC1=O. The result is 0 (inactive).